From a dataset of Forward reaction prediction with 1.9M reactions from USPTO patents (1976-2016). Predict the product of the given reaction. (1) Given the reactants C([O:5][C:6](=[O:18])[CH2:7][NH:8][C:9](=[O:17])[C:10]1[CH:15]=[CH:14][C:13]([OH:16])=[CH:12][CH:11]=1)(C)(C)C.[F:19][C:20]1[CH:25]=[CH:24][C:23]([CH2:26][CH2:27]O)=[CH:22][CH:21]=1, predict the reaction product. The product is: [F:19][C:20]1[CH:25]=[CH:24][C:23]([CH2:26][CH2:27][O:16][C:13]2[CH:12]=[CH:11][C:10]([C:9]([NH:8][CH2:7][C:6]([OH:5])=[O:18])=[O:17])=[CH:15][CH:14]=2)=[CH:22][CH:21]=1. (2) Given the reactants [CH3:1][O:2][C:3]([C:5]1[N:6]=[C:7](Br)[C:8]2[C:13]([C:14]=1[OH:15])=[CH:12][CH:11]=[C:10]([S:16][C:17]1[CH:22]=[CH:21][CH:20]=[CH:19][CH:18]=1)[CH:9]=2)=[O:4].[CH3:24]B1OBOBO1.C(=O)([O-])[O-].[K+].[K+], predict the reaction product. The product is: [CH3:1][O:2][C:3]([C:5]1[N:6]=[C:7]([CH3:24])[C:8]2[C:13]([C:14]=1[OH:15])=[CH:12][CH:11]=[C:10]([S:16][C:17]1[CH:22]=[CH:21][CH:20]=[CH:19][CH:18]=1)[CH:9]=2)=[O:4]. (3) Given the reactants [Cl:1][C:2]1[C:3]([S:24]([N:27]([CH2:37][C:38]2[CH:43]=[CH:42][C:41]([O:44][CH3:45])=[CH:40][CH:39]=2)[CH2:28][C:29]2[CH:34]=[CH:33][C:32]([O:35][CH3:36])=[CH:31][CH:30]=2)(=[O:26])=[O:25])=[N:4][CH:5]=[C:6]([C:9]([N:11]2[CH2:16][CH2:15][CH:14]([C:17]3[CH:22]=[CH:21][C:20]([F:23])=[CH:19][CH:18]=3)[CH2:13][CH2:12]2)=[O:10])[C:7]=1Cl.[F:46][C:47]([F:56])([F:55])[C:48]1[CH:54]=[CH:53][C:51]([NH2:52])=[CH:50][CH:49]=1, predict the reaction product. The product is: [Cl:1][C:2]1[C:3]([S:24]([N:27]([CH2:37][C:38]2[CH:43]=[CH:42][C:41]([O:44][CH3:45])=[CH:40][CH:39]=2)[CH2:28][C:29]2[CH:30]=[CH:31][C:32]([O:35][CH3:36])=[CH:33][CH:34]=2)(=[O:26])=[O:25])=[N:4][CH:5]=[C:6]([C:9]([N:11]2[CH2:12][CH2:13][CH:14]([C:17]3[CH:22]=[CH:21][C:20]([F:23])=[CH:19][CH:18]=3)[CH2:15][CH2:16]2)=[O:10])[C:7]=1[NH:52][C:51]1[CH:53]=[CH:54][C:48]([C:47]([F:46])([F:55])[F:56])=[CH:49][CH:50]=1. (4) Given the reactants [C:1]1([S:7](Cl)(=[O:9])=[O:8])[CH:6]=[CH:5][CH:4]=[CH:3][CH:2]=1.[CH3:11][NH:12][CH3:13], predict the reaction product. The product is: [CH3:11][N:12]([CH3:13])[S:7]([C:1]1[CH:6]=[CH:5][CH:4]=[CH:3][CH:2]=1)(=[O:9])=[O:8]. (5) Given the reactants [F:1][C:2]1[C:7]([F:8])=[C:6]([O:9][CH2:10][CH2:11][CH3:12])[CH:5]=[CH:4][C:3]=1[C:13]1[CH:18]=[CH:17][C:16]([C:19]2[Se:20][C:21]([CH:24]=[CH2:25])=[CH:22][CH:23]=2)=[CH:15][CH:14]=1, predict the reaction product. The product is: [F:1][C:2]1[C:7]([F:8])=[C:6]([O:9][CH2:10][CH2:11][CH3:12])[CH:5]=[CH:4][C:3]=1[C:13]1[CH:18]=[CH:17][C:16]([C:19]2[Se:20][C:21]([CH2:24][CH3:25])=[CH:22][CH:23]=2)=[CH:15][CH:14]=1. (6) Given the reactants [CH2:1]([O:8][C:9]1[C:10]([C:21]([O:23][CH3:24])=[O:22])=[N:11][N:12]([CH2:18][CH2:19]Br)[C:13]=1[C:14]([O:16][CH3:17])=[O:15])[C:2]1[CH:7]=[CH:6][CH:5]=[CH:4][CH:3]=1.[N-:25]=[N+:26]=[N-:27].[Na+], predict the reaction product. The product is: [N:25]([CH2:19][CH2:18][N:12]1[C:13]([C:14]([O:16][CH3:17])=[O:15])=[C:9]([O:8][CH2:1][C:2]2[CH:7]=[CH:6][CH:5]=[CH:4][CH:3]=2)[C:10]([C:21]([O:23][CH3:24])=[O:22])=[N:11]1)=[N+:26]=[N-:27]. (7) Given the reactants [Br:1][C:2]1[CH:3]=[CH:4][C:5]([NH:8][C:9]2[N:13]([CH3:14])[N:12]=[N:11][N:10]=2)=[N:6][CH:7]=1.[CH3:15]C([O-])(C)C.[K+].IC, predict the reaction product. The product is: [Br:1][C:2]1[CH:3]=[CH:4][C:5]([N:8]([CH3:15])[C:9]2[N:13]([CH3:14])[N:12]=[N:11][N:10]=2)=[N:6][CH:7]=1.